The task is: Regression. Given two drug SMILES strings and cell line genomic features, predict the synergy score measuring deviation from expected non-interaction effect.. This data is from NCI-60 drug combinations with 297,098 pairs across 59 cell lines. (1) Drug 1: CN(CC1=CN=C2C(=N1)C(=NC(=N2)N)N)C3=CC=C(C=C3)C(=O)NC(CCC(=O)O)C(=O)O. Drug 2: C1CN(CCN1C(=O)CCBr)C(=O)CCBr. Cell line: CAKI-1. Synergy scores: CSS=4.73, Synergy_ZIP=-4.62, Synergy_Bliss=-7.75, Synergy_Loewe=-14.3, Synergy_HSA=-14.4. (2) Drug 1: CN(C)C1=NC(=NC(=N1)N(C)C)N(C)C. Drug 2: CCC1(CC2CC(C3=C(CCN(C2)C1)C4=CC=CC=C4N3)(C5=C(C=C6C(=C5)C78CCN9C7C(C=CC9)(C(C(C8N6C)(C(=O)OC)O)OC(=O)C)CC)OC)C(=O)OC)O.OS(=O)(=O)O. Cell line: SNB-19. Synergy scores: CSS=15.2, Synergy_ZIP=0.230, Synergy_Bliss=0.0319, Synergy_Loewe=-45.5, Synergy_HSA=-1.21. (3) Drug 1: CNC(=O)C1=CC=CC=C1SC2=CC3=C(C=C2)C(=NN3)C=CC4=CC=CC=N4. Drug 2: C1=C(C(=O)NC(=O)N1)N(CCCl)CCCl. Cell line: U251. Synergy scores: CSS=40.3, Synergy_ZIP=4.09, Synergy_Bliss=3.41, Synergy_Loewe=-3.39, Synergy_HSA=7.14. (4) Drug 1: C1=C(C(=O)NC(=O)N1)N(CCCl)CCCl. Drug 2: C1CC(=O)NC(=O)C1N2C(=O)C3=CC=CC=C3C2=O. Cell line: SK-MEL-28. Synergy scores: CSS=7.48, Synergy_ZIP=-2.66, Synergy_Bliss=-0.720, Synergy_Loewe=-5.76, Synergy_HSA=-1.39. (5) Drug 1: CC12CCC3C(C1CCC2=O)CC(=C)C4=CC(=O)C=CC34C. Drug 2: C1=CN(C=N1)CC(O)(P(=O)(O)O)P(=O)(O)O. Cell line: MDA-MB-435. Synergy scores: CSS=-1.51, Synergy_ZIP=-9.29, Synergy_Bliss=-21.2, Synergy_Loewe=-22.5, Synergy_HSA=-22.9. (6) Drug 1: C1CCC(C1)C(CC#N)N2C=C(C=N2)C3=C4C=CNC4=NC=N3. Drug 2: C(=O)(N)NO. Cell line: IGROV1. Synergy scores: CSS=6.61, Synergy_ZIP=-0.471, Synergy_Bliss=-0.252, Synergy_Loewe=-0.281, Synergy_HSA=1.20.